This data is from Catalyst prediction with 721,799 reactions and 888 catalyst types from USPTO. The task is: Predict which catalyst facilitates the given reaction. (1) Reactant: C[O:2][C:3]([C:5]1[CH:10]=[C:9]([CH2:11][CH2:12][CH2:13][CH2:14][F:15])[CH:8]=[CH:7][N:6]=1)=[O:4].O.[OH-].[Li+]. Product: [F:15][CH2:14][CH2:13][CH2:12][CH2:11][C:9]1[CH:8]=[CH:7][N:6]=[C:5]([C:3]([OH:4])=[O:2])[CH:10]=1. The catalyst class is: 278. (2) Reactant: [F:1][C:2]([F:20])([F:19])[C:3]1[CH:4]=[C:5]([C:9]2[S:13][C:12]([C:14](OCC)=[O:15])=[CH:11][CH:10]=2)[CH:6]=[CH:7][CH:8]=1.[BH4-].[Na+].[Cl-].[Ca+2].[Cl-].O. Product: [F:19][C:2]([F:1])([F:20])[C:3]1[CH:4]=[C:5]([C:9]2[S:13][C:12]([CH2:14][OH:15])=[CH:11][CH:10]=2)[CH:6]=[CH:7][CH:8]=1. The catalyst class is: 214. (3) Reactant: [CH2:1]([NH:7][C:8](=[O:14])[CH:9]=[CH:10][C:11]([OH:13])=O)[CH2:2][CH2:3][CH2:4][CH2:5][CH3:6].C([O-])(=O)C.[Na+]. Product: [CH2:1]([N:7]1[C:8](=[O:14])[CH:9]=[CH:10][C:11]1=[O:13])[CH2:2][CH2:3][CH2:4][CH2:5][CH3:6]. The catalyst class is: 152. (4) Reactant: [CH3:1][C:2]1([CH3:27])[N:11]2[C:7](=[N:8][C:9]3[CH:15]=[CH:14][C:13]([C:16]([O:18]CC4C=CC=CC=4)=[O:17])=[CH:12][C:10]=32)[C:6](=[O:26])[NH:5][CH2:4][CH2:3]1. Product: [CH3:1][C:2]1([CH3:27])[N:11]2[C:7](=[N:8][C:9]3[CH:15]=[CH:14][C:13]([C:16]([OH:18])=[O:17])=[CH:12][C:10]=32)[C:6](=[O:26])[NH:5][CH2:4][CH2:3]1. The catalyst class is: 19.